From a dataset of Forward reaction prediction with 1.9M reactions from USPTO patents (1976-2016). Predict the product of the given reaction. Given the reactants [CH2:1]([N:8]1[CH2:17][CH2:16][C:11]2([CH2:15][NH:14][CH2:13][CH2:12]2)[CH2:10][CH2:9]1)[C:2]1[CH:7]=[CH:6][CH:5]=[CH:4][CH:3]=1.[C:18](O[C:18]([O:20][C:21]([CH3:24])([CH3:23])[CH3:22])=[O:19])([O:20][C:21]([CH3:24])([CH3:23])[CH3:22])=[O:19], predict the reaction product. The product is: [CH2:1]([N:8]1[CH2:9][CH2:10][C:11]2([CH2:15][N:14]([C:18]([O:20][C:21]([CH3:24])([CH3:23])[CH3:22])=[O:19])[CH2:13][CH2:12]2)[CH2:16][CH2:17]1)[C:2]1[CH:3]=[CH:4][CH:5]=[CH:6][CH:7]=1.